Task: Predict the reactants needed to synthesize the given product.. Dataset: Full USPTO retrosynthesis dataset with 1.9M reactions from patents (1976-2016) Given the product [Cl:11][C:12]1[CH:28]=[C:27]([C:29]([F:32])([F:30])[F:31])[CH:26]=[CH:25][C:13]=1[CH2:14][N:15]1[C:19]([CH:20]=[O:21])=[CH:18][C:17]([CH:22]([CH3:24])[CH3:23])=[N:16]1, predict the reactants needed to synthesize it. The reactants are: C(Cl)(=O)C(Cl)=O.CS(C)=O.[Cl:11][C:12]1[CH:28]=[C:27]([C:29]([F:32])([F:31])[F:30])[CH:26]=[CH:25][C:13]=1[CH2:14][N:15]1[C:19]([CH2:20][OH:21])=[CH:18][C:17]([CH:22]([CH3:24])[CH3:23])=[N:16]1.C(N(CC)CC)C.